From a dataset of Catalyst prediction with 721,799 reactions and 888 catalyst types from USPTO. Predict which catalyst facilitates the given reaction. Reactant: C([O:3][C:4]([C@H:6]1[C@@H:11]([N:12]([C:18](=[O:37])[CH2:19][C:20]2[NH:25][C:24]3[CH:26]=[CH:27][C:28]([NH:30][S:31]([CH3:34])(=[O:33])=[O:32])=[CH:29][C:23]=3[S:22](=[O:36])(=[O:35])[N:21]=2)[CH2:13][CH2:14][CH:15]([CH3:17])[CH3:16])[C@H:10]2[CH2:38][C@@H:7]1[CH2:8][CH2:9]2)=O)C.[O-]CC.[Na+].Cl. Product: [OH:3][C:4]1[C@H:6]2[C@H:11]([C@H:10]3[CH2:38][C@@H:7]2[CH2:8][CH2:9]3)[N:12]([CH2:13][CH2:14][CH:15]([CH3:17])[CH3:16])[C:18](=[O:37])[C:19]=1[C:20]1[NH:25][C:24]2[CH:26]=[CH:27][C:28]([NH:30][S:31]([CH3:34])(=[O:32])=[O:33])=[CH:29][C:23]=2[S:22](=[O:36])(=[O:35])[N:21]=1. The catalyst class is: 8.